From a dataset of Full USPTO retrosynthesis dataset with 1.9M reactions from patents (1976-2016). Predict the reactants needed to synthesize the given product. Given the product [CH3:1][C:2]1[CH:7]=[N:6][C:5]([C:8]2[CH:9]=[C:10]([CH2:11][OH:12])[CH:15]=[CH:16][CH:17]=2)=[N:4][CH:3]=1, predict the reactants needed to synthesize it. The reactants are: [CH3:1][C:2]1[CH:3]=[N:4][C:5]([C:8]2[CH:9]=[C:10]([CH:15]=[CH:16][CH:17]=2)[C:11](OC)=[O:12])=[N:6][CH:7]=1.[H-].[Al+3].[Li+].[H-].[H-].[H-].C1COCC1.O.C([O-])([O-])=O.[Na+].[Na+].